From a dataset of Full USPTO retrosynthesis dataset with 1.9M reactions from patents (1976-2016). Predict the reactants needed to synthesize the given product. Given the product [OH:12]/[N:11]=[C:10](/[C:13]1[CH:14]=[CH:15][C:16](=[O:20])[N:17]([CH3:19])[CH:18]=1)\[CH2:9][C@H:8]([C:5]1[CH:4]=[CH:3][C:2]([C:28]#[N:29])=[CH:7][CH:6]=1)[C:21]1[CH:26]=[CH:25][CH:24]=[CH:23][C:22]=1[CH3:27].[OH:12]/[N:11]=[C:10](\[C:13]1[CH:14]=[CH:15][C:16](=[O:20])[N:17]([CH3:19])[CH:18]=1)/[CH2:9][C@H:8]([C:5]1[CH:4]=[CH:3][C:2]([C:28]#[N:29])=[CH:7][CH:6]=1)[C:21]1[CH:26]=[CH:25][CH:24]=[CH:23][C:22]=1[CH3:27], predict the reactants needed to synthesize it. The reactants are: Br[C:2]1[CH:7]=[CH:6][C:5]([C@H:8]([C:21]2[CH:26]=[CH:25][CH:24]=[CH:23][C:22]=2[CH3:27])[CH2:9]/[C:10](/[C:13]2[CH:14]=[CH:15][C:16](=[O:20])[N:17]([CH3:19])[CH:18]=2)=[N:11]\[OH:12])=[CH:4][CH:3]=1.[CH3:28][N:29](C)C=O.